This data is from NCI-60 drug combinations with 297,098 pairs across 59 cell lines. The task is: Regression. Given two drug SMILES strings and cell line genomic features, predict the synergy score measuring deviation from expected non-interaction effect. (1) Drug 1: CCC1(CC2CC(C3=C(CCN(C2)C1)C4=CC=CC=C4N3)(C5=C(C=C6C(=C5)C78CCN9C7C(C=CC9)(C(C(C8N6C=O)(C(=O)OC)O)OC(=O)C)CC)OC)C(=O)OC)O.OS(=O)(=O)O. Drug 2: CCC1(C2=C(COC1=O)C(=O)N3CC4=CC5=C(C=CC(=C5CN(C)C)O)N=C4C3=C2)O.Cl. Cell line: SW-620. Synergy scores: CSS=32.1, Synergy_ZIP=-1.49, Synergy_Bliss=-0.157, Synergy_Loewe=-6.58, Synergy_HSA=0.404. (2) Drug 1: CC12CCC(CC1=CCC3C2CCC4(C3CC=C4C5=CN=CC=C5)C)O. Drug 2: C1=NC2=C(N1)C(=S)N=CN2. Cell line: MDA-MB-231. Synergy scores: CSS=2.47, Synergy_ZIP=-14.3, Synergy_Bliss=-31.9, Synergy_Loewe=-58.0, Synergy_HSA=-31.0.